Dataset: Full USPTO retrosynthesis dataset with 1.9M reactions from patents (1976-2016). Task: Predict the reactants needed to synthesize the given product. Given the product [Cl:1][C:2]1[CH:3]=[C:4]([NH:16][C:17]2[C:27]3[CH:26]=[C:25]([C:28]([O:30][CH3:31])=[O:29])[CH2:24][CH2:23][NH:22][C:21]=3[N:20]=[CH:19][N:18]=2)[CH:5]=[CH:6][C:7]=1[O:8][C:9]1[CH:14]=[CH:13][CH:12]=[C:11]([Cl:15])[CH:10]=1, predict the reactants needed to synthesize it. The reactants are: [Cl:1][C:2]1[CH:3]=[C:4]([NH:16][C:17]2[C:27]3[CH:26]=[C:25]([C:28]([O:30][CH3:31])=[O:29])[CH2:24][CH2:23][N:22](CC4C=CC(OC)=CC=4)[C:21]=3[N:20]=[CH:19][N:18]=2)[CH:5]=[CH:6][C:7]=1[O:8][C:9]1[CH:14]=[CH:13][CH:12]=[C:11]([Cl:15])[CH:10]=1.FC(F)(F)C(O)=O.